This data is from Reaction yield outcomes from USPTO patents with 853,638 reactions. The task is: Predict the reaction yield, written as a fraction of the theoretical maximum amount of product (1.0 means a 100% yield; for example, 0.34 means a 34% yield). (1) The yield is 0.690. The product is [CH2:1]([N:8]1[CH2:13][CH2:12][C:11]([N:22]([C:23]2[CH:28]=[CH:27][CH:26]=[CH:25][CH:24]=2)[C:31](=[O:32])[C:30]([F:41])([F:40])[F:29])([C:14]2[CH:19]=[CH:18][CH:17]=[C:16]([S:20][CH3:21])[N:15]=2)[CH2:10][CH2:9]1)[C:2]1[CH:3]=[CH:4][CH:5]=[CH:6][CH:7]=1. The catalyst is O1CCCC1. The reactants are [CH2:1]([N:8]1[CH2:13][CH2:12][C:11]([NH:22][C:23]2[CH:28]=[CH:27][CH:26]=[CH:25][CH:24]=2)([C:14]2[CH:19]=[CH:18][CH:17]=[C:16]([S:20][CH3:21])[N:15]=2)[CH2:10][CH2:9]1)[C:2]1[CH:7]=[CH:6][CH:5]=[CH:4][CH:3]=1.[F:29][C:30]([F:41])([F:40])[C:31](O[C:31](=[O:32])[C:30]([F:41])([F:40])[F:29])=[O:32]. (2) The reactants are C(OC([N:8]1[CH2:13][CH2:12][N:11]([C:14](=[O:22])[C:15]2[CH:20]=[CH:19][C:18]([Cl:21])=[CH:17][CH:16]=2)[CH2:10][CH2:9]1)=O)(C)(C)C.O1CCOCC1. The catalyst is C(Cl)Cl. The product is [Cl:21][C:18]1[CH:17]=[CH:16][C:15]([C:14]([N:11]2[CH2:10][CH2:9][NH:8][CH2:13][CH2:12]2)=[O:22])=[CH:20][CH:19]=1. The yield is 0.990.